Dataset: Full USPTO retrosynthesis dataset with 1.9M reactions from patents (1976-2016). Task: Predict the reactants needed to synthesize the given product. (1) Given the product [CH2:11]([O:10][C:6]1[C:7](=[O:9])[CH:8]=[C:3]([CH2:2][NH:1][S:25]([C:22]2[CH:23]=[CH:24][C:19]([CH3:18])=[CH:20][CH:21]=2)(=[O:27])=[O:26])[O:4][CH:5]=1)[C:12]1[CH:17]=[CH:16][CH:15]=[CH:14][CH:13]=1, predict the reactants needed to synthesize it. The reactants are: [NH2:1][CH2:2][C:3]1[O:4][CH:5]=[C:6]([O:10][CH2:11][C:12]2[CH:17]=[CH:16][CH:15]=[CH:14][CH:13]=2)[C:7](=[O:9])[CH:8]=1.[CH3:18][C:19]1[CH:24]=[CH:23][C:22]([S:25](Cl)(=[O:27])=[O:26])=[CH:21][CH:20]=1.C(OC1C(=O)C=C(CNS(C2C=CC=CC=2)(=O)=O)OC=1)C1C=CC=CC=1. (2) The reactants are: O1CC[N:4]([CH:7]=[CH:8][C:9]#N)CC1.[CH3:11][C:12]1[NH:16][N:15]=[C:14]([NH2:17])[CH:13]=1. Given the product [CH3:11][C:12]1[CH:13]=[C:14]2[N:17]=[CH:9][CH:8]=[C:7]([NH2:4])[N:15]2[N:16]=1, predict the reactants needed to synthesize it. (3) The reactants are: ClC1C=C([C@@H]2[C@@H](C3C=CC(Cl)=CC=3)N([C@H](CC)[C:22]([O:24]C(C)(C)C)=[O:23])C(=O)[C@@H](CC(OC)=O)O2)C=CC=1.[Cl:37][C:38]1[CH:39]=[C:40]([C@@H:44]2[C@@H:49]([C:50]3[CH:55]=[CH:54][C:53]([Cl:56])=[CH:52][CH:51]=3)[N:48]([C@H:57]([CH2:65][CH3:66])[C:58]([O:60][C:61]([CH3:64])([CH3:63])[CH3:62])=[O:59])[C:47](=[O:67])[C@H:46]([CH2:68][C:69]([O:71]C)=[O:70])[O:45]2)[CH:41]=[CH:42][CH:43]=1.ClC1C=C([C@@H]2[C@@H](C3C=CC(Cl)=CC=3)N([C@@H](CC)C(OC(C)(C)C)=O)C(=O)[C@@H](CC(OC)=O)O2)C=CC=1.ClC1C=C([C@@H]2[C@@H](C3C=CC(Cl)=CC=3)N([C@@H](CC)C(OC(C)(C)C)=O)C(=O)[C@H](CC(OC)=O)O2)C=CC=1.[Li+].[OH-].Cl. Given the product [C:22](=[O:24])=[O:23].[C:61]([O:60][C:58](=[O:59])[C@H:57]([N:48]1[C@H:49]([C:50]2[CH:51]=[CH:52][C:53]([Cl:56])=[CH:54][CH:55]=2)[C@@H:44]([C:40]2[CH:41]=[CH:42][CH:43]=[C:38]([Cl:37])[CH:39]=2)[O:45][C@@H:46]([CH2:68][C:69]([OH:71])=[O:70])[C:47]1=[O:67])[CH2:65][CH3:66])([CH3:62])([CH3:63])[CH3:64], predict the reactants needed to synthesize it.